Dataset: Reaction yield outcomes from USPTO patents with 853,638 reactions. Task: Predict the reaction yield, written as a fraction of the theoretical maximum amount of product (1.0 means a 100% yield; for example, 0.34 means a 34% yield). No catalyst specified. The yield is 0.830. The reactants are [Br:1][C:2]1[CH:3]=[C:4]([NH:10][C:11]2[N:16]=[CH:15][C:14]([N:17]3[CH2:22][CH2:21][N:20]([C:23]([O:25][C:26]([CH3:29])([CH3:28])[CH3:27])=[O:24])[CH2:19][CH2:18]3)=[CH:13][CH:12]=2)[C:5](=[O:9])[N:6]([CH3:8])[CH:7]=1.N[C:31]1N=CC(N2CCN(C(OC(C)(C)C)=O)C[C@@H]2C)=CC=1.BrC1C(=O)N(C)C=C(Br)C=1. The product is [Br:1][C:2]1[CH:3]=[C:4]([NH:10][C:11]2[N:16]=[CH:15][C:14]([N:17]3[CH2:22][CH2:21][N:20]([C:23]([O:25][C:26]([CH3:29])([CH3:28])[CH3:27])=[O:24])[CH2:19][C@@H:18]3[CH3:31])=[CH:13][CH:12]=2)[C:5](=[O:9])[N:6]([CH3:8])[CH:7]=1.